Dataset: Reaction yield outcomes from USPTO patents with 853,638 reactions. Task: Predict the reaction yield, written as a fraction of the theoretical maximum amount of product (1.0 means a 100% yield; for example, 0.34 means a 34% yield). (1) The reactants are [CH:1]1[C:14]2[CH:13]=[C:12](B(O)O)[C:11]3[C:6](=[CH:7][CH:8]=[CH:9][CH:10]=3)[C:5]=2[CH:4]=[CH:3][CH:2]=1.Br[C:19]1[CH:20]=[C:21]([C:26]2[N:31]=[C:30]([C:32]3[CH:37]=[CH:36][CH:35]=[CH:34][CH:33]=3)[N:29]=[C:28]([C:38]3[CH:43]=[CH:42][CH:41]=[CH:40][CH:39]=3)[N:27]=2)[CH:22]=[C:23](Br)[CH:24]=1.C([O-])([O-])=O.[K+].[K+].[N:50]1[CH:55]=[CH:54][CH:53]=[CH:52][C:51]=1[C:56]1[CH:61]=[CH:60][C:59](B(O)O)=[CH:58][CH:57]=1. The catalyst is [Pd].C1(P(C2C=CC=CC=2)C2C=CC=CC=2)C=CC=CC=1.C1(P(C2C=CC=CC=2)C2C=CC=CC=2)C=CC=CC=1.C1(P(C2C=CC=CC=2)C2C=CC=CC=2)C=CC=CC=1.C1(P(C2C=CC=CC=2)C2C=CC=CC=2)C=CC=CC=1.C(O)C.C1(C)C=CC=CC=1. The product is [C:32]1([C:30]2[N:29]=[C:28]([C:38]3[CH:39]=[CH:40][CH:41]=[CH:42][CH:43]=3)[N:27]=[C:26]([C:21]3[CH:20]=[C:19]([C:59]4[CH:58]=[CH:57][C:56]([C:51]5[CH:52]=[CH:53][CH:54]=[CH:55][N:50]=5)=[CH:61][CH:60]=4)[CH:24]=[C:23]([C:13]4[C:14]5[C:5]([C:6]6[CH:7]=[CH:8][CH:9]=[CH:10][C:11]=6[CH:12]=4)=[CH:4][CH:3]=[CH:2][CH:1]=5)[CH:22]=3)[N:31]=2)[CH:37]=[CH:36][CH:35]=[CH:34][CH:33]=1. The yield is 0.640. (2) The reactants are Br[C:2]1[N:6]([CH2:7][C:8]([O:10][CH3:11])=[O:9])[C:5]2[CH:12]=[C:13]([C:15]([O:17][C:18]([CH3:21])([CH3:20])[CH3:19])=[O:16])[S:14][C:4]=2[C:3]=1[CH:22]1[CH2:27][CH2:26][CH2:25][CH2:24][CH2:23]1.[CH:28]([C:30]1[CH:35]=[C:34]([O:36][CH3:37])[CH:33]=[CH:32][C:31]=1B(O)O)=[O:29].C([O-])([O-])=O.[Na+].[Na+]. The catalyst is O1CCOCC1.CCOC(C)=O.Cl[Pd](Cl)([P](C1C=CC=CC=1)(C1C=CC=CC=1)C1C=CC=CC=1)[P](C1C=CC=CC=1)(C1C=CC=CC=1)C1C=CC=CC=1. The product is [CH:22]1([C:3]2[C:4]3[S:14][C:13]([C:15]([O:17][C:18]([CH3:21])([CH3:20])[CH3:19])=[O:16])=[CH:12][C:5]=3[N:6]([CH2:7][C:8]([O:10][CH3:11])=[O:9])[C:2]=2[C:31]2[CH:32]=[CH:33][C:34]([O:36][CH3:37])=[CH:35][C:30]=2[CH:28]=[O:29])[CH2:27][CH2:26][CH2:25][CH2:24][CH2:23]1. The yield is 0.570. (3) The reactants are C([O:8][C:9]1[CH:10]=[C:11]2[C:16](=[CH:17][C:18]=1[O:19][CH3:20])[N:15]=[CH:14][N:13]=[C:12]2[O:21][C:22]1[C:23]([F:31])=[C:24]2[C:28](=[CH:29][CH:30]=1)[NH:27][CH:26]=[CH:25]2)C1C=CC=CC=1.C([O-])=O.[NH4+].O. The catalyst is [Pd].CN(C=O)C. The product is [F:31][C:23]1[C:22]([O:21][C:12]2[C:11]3[C:16](=[CH:17][C:18]([O:19][CH3:20])=[C:9]([OH:8])[CH:10]=3)[N:15]=[CH:14][N:13]=2)=[CH:30][CH:29]=[C:28]2[C:24]=1[CH:25]=[CH:26][NH:27]2. The yield is 0.800.